From a dataset of Forward reaction prediction with 1.9M reactions from USPTO patents (1976-2016). Predict the product of the given reaction. (1) Given the reactants [S:1]([CH2:11][CH2:12][O:13][C:14](=[O:17])[CH:15]=[CH2:16])([C:4]1[CH:10]=[CH:9][C:7]([CH3:8])=[CH:6][CH:5]=1)(=[O:3])=[O:2].[OH:18][CH2:19][CH2:20][CH2:21][CH2:22][O:23][C:24](=[O:27])[CH:25]=[CH2:26].[CH3:28][O:29][C:30](=[O:34])[C:31]([CH3:33])=[CH2:32].[CH2:35]([O:39][C:40](=[O:44])[C:41]([CH3:43])=[CH2:42])[CH:36]1[O:38][CH2:37]1.CC(N=NC(C#N)(C)C)(C#N)C, predict the reaction product. The product is: [S:1]([CH2:11][CH2:12][O:13][C:14](=[O:17])[CH:15]=[CH2:16])([C:4]1[CH:5]=[CH:6][C:7]([CH3:8])=[CH:9][CH:10]=1)(=[O:3])=[O:2].[OH:18][CH2:19][CH2:20][CH2:21][CH2:22][O:23][C:24](=[O:27])[CH:25]=[CH2:26].[CH3:28][O:29][C:30](=[O:34])[C:31]([CH3:33])=[CH2:32].[CH2:35]([O:39][C:40](=[O:44])[C:41]([CH3:43])=[CH2:42])[CH:36]1[O:38][CH2:37]1. (2) Given the reactants [CH3:1][O:2][C:3](=[O:40])[C@H:4]([OH:39])[C@@H:5]([NH:13][C:14](=[O:38])[C:15]1[CH:20]=[C:19]([C:21]([NH:23][C@@H:24]([C:26]2[CH:31]=[CH:30][CH:29]=[CH:28][CH:27]=2)[CH3:25])=[O:22])[CH:18]=[C:17]([N:32]([CH3:37])[S:33]([CH3:36])(=[O:35])=[O:34])[CH:16]=1)[CH2:6][C:7]1[CH:12]=[CH:11][CH:10]=[CH:9][CH:8]=1.[O:41]1[CH:46]=[CH:45][CH2:44][CH2:43][CH2:42]1.[NH+]1C=CC=CC=1.C1(C)C=CC(S(O)(=O)=O)=CC=1, predict the reaction product. The product is: [CH3:1][O:2][C:3](=[O:40])[C@H:4]([O:39][CH:42]1[CH2:43][CH2:44][CH2:45][CH2:46][O:41]1)[C@@H:5]([NH:13][C:14](=[O:38])[C:15]1[CH:20]=[C:19]([C:21]([NH:23][C@@H:24]([C:26]2[CH:27]=[CH:28][CH:29]=[CH:30][CH:31]=2)[CH3:25])=[O:22])[CH:18]=[C:17]([N:32]([CH3:37])[S:33]([CH3:36])(=[O:35])=[O:34])[CH:16]=1)[CH2:6][C:7]1[CH:12]=[CH:11][CH:10]=[CH:9][CH:8]=1. (3) Given the reactants [NH2:1][C@H:2]1[C@@H:6]([NH2:7])[CH2:5][N:4]([C:8]([O:10][C:11]([CH3:14])([CH3:13])[CH3:12])=[O:9])[CH2:3]1.[F:15][C:16]([F:21])([F:20])[C:17](=N)N, predict the reaction product. The product is: [F:15][C:16]([F:21])([F:20])[C:17]1[NH:1][CH:2]2[CH2:3][N:4]([C:8]([O:10][C:11]([CH3:14])([CH3:13])[CH3:12])=[O:9])[CH2:5][CH:6]2[N:7]=1. (4) Given the reactants [C:1]([O:5][C:6](=[O:29])[CH2:7][S:8][C:9]1[N:18]([C:19]2[CH:24]=[CH:23][C:22]([F:25])=[CH:21][CH:20]=2)[C:17](=[O:26])[C:16]2[C:11](=[CH:12][C:13]([C:27]#[N:28])=[CH:14][CH:15]=2)[N:10]=1)([CH3:4])([CH3:3])[CH3:2].[NH2:30][OH:31], predict the reaction product. The product is: [F:25][C:22]1[CH:23]=[CH:24][C:19]([N:18]2[C:17](=[O:26])[C:16]3[C:11](=[CH:12][C:13]([C:27](=[N:30][OH:31])[NH2:28])=[CH:14][CH:15]=3)[N:10]=[C:9]2[S:8][CH2:7][C:6]([O:5][C:1]([CH3:4])([CH3:2])[CH3:3])=[O:29])=[CH:20][CH:21]=1. (5) The product is: [OH:21][NH:20][C:16](=[NH:17])[C:15]1[CH:14]=[CH:13][C:12]([C:7]2[CH:6]=[CH:5][C:4]3[C:9](=[CH:10][CH:11]=[C:2]([OH:1])[CH:3]=3)[N:8]=2)=[CH:19][CH:18]=1. Given the reactants [OH:1][C:2]1[CH:3]=[C:4]2[C:9](=[CH:10][CH:11]=1)[N:8]=[C:7]([C:12]1[CH:19]=[CH:18][C:15]([C:16]#[N:17])=[CH:14][CH:13]=1)[CH:6]=[CH:5]2.[NH2:20][OH:21].Cl, predict the reaction product. (6) Given the reactants [CH:1]1[C:6](/[CH:7]=[CH:8]/[C:9]([OH:11])=[O:10])=[CH:5][CH:4]=[C:3]([OH:12])[CH:2]=1.S(=O)(=O)(O)O.[CH3:18]O, predict the reaction product. The product is: [OH:12][C:3]1[CH:4]=[CH:5][C:6]([CH:7]=[CH:8][C:9]([O:11][CH3:18])=[O:10])=[CH:1][CH:2]=1. (7) Given the reactants [Br:1][C:2]1[CH:3]=[C:4]([CH:10]=[C:11]([OH:13])[CH:12]=1)[C:5]([O:7][CH2:8][CH3:9])=[O:6].Cl[CH2:15][C:16]([CH3:18])=[CH2:17], predict the reaction product. The product is: [Br:1][C:2]1[CH:3]=[C:4]([CH:10]=[C:11]([O:13][CH2:17][C:16]([CH3:18])=[CH2:15])[CH:12]=1)[C:5]([O:7][CH2:8][CH3:9])=[O:6].